This data is from Reaction yield outcomes from USPTO patents with 853,638 reactions. The task is: Predict the reaction yield, written as a fraction of the theoretical maximum amount of product (1.0 means a 100% yield; for example, 0.34 means a 34% yield). (1) The reactants are Cl.[F:2][C:3]1[C:8]([NH:9][C:10]2[C:15]([C:16]3[N:24]=[CH:23][N:22]=[C:21]4[C:17]=3[N:18]=[CH:19][N:20]4C3CCCCO3)=[CH:14][CH:13]=[CH:12][N:11]=2)=[C:7]([F:31])[CH:6]=[CH:5][C:4]=1[NH:32][S:33]([C:36]1[O:37][C:38]([CH3:41])=[CH:39][CH:40]=1)(=[O:35])=[O:34]. No catalyst specified. The product is [N:24]1[C:16]([C:15]2[C:10]([NH:9][C:8]3[C:3]([F:2])=[C:4]([NH:32][S:33]([C:36]4[O:37][C:38]([CH3:41])=[CH:39][CH:40]=4)(=[O:34])=[O:35])[CH:5]=[CH:6][C:7]=3[F:31])=[N:11][CH:12]=[CH:13][CH:14]=2)=[C:17]2[C:21]([NH:20][CH:19]=[N:18]2)=[N:22][CH:23]=1. The yield is 0.810. (2) The reactants are S(Cl)(Cl)=O.[C:5]([C@H:8]1[C:17]2[C:12](=[CH:13][C:14]([N+:18]([O-:20])=[O:19])=[CH:15][CH:16]=2)[C:11](=[O:21])[N:10]([CH2:22][CH2:23][CH2:24][Br:25])[C@H:9]1[C:26]1[CH:31]=[CH:30][CH:29]=[CH:28][CH:27]=1)(O)=[O:6].[Cl-].[Al+3].[Cl-].[Cl-]. The catalyst is C1C=CC=CC=1. The product is [Br:25][CH2:24][CH2:23][CH2:22][N:10]1[C:9]2[C:26]3[CH:27]=[CH:28][CH:29]=[CH:30][C:31]=3[C:5](=[O:6])[C:8]=2[C:17]2[C:12](=[CH:13][C:14]([N+:18]([O-:20])=[O:19])=[CH:15][CH:16]=2)[C:11]1=[O:21]. The yield is 0.450. (3) The reactants are [CH3:1][S:2]([C:5]1[CH:32]=[CH:31][C:8]([C:9]([NH:11][C:12]2[CH:17]=[CH:16][C:15]([C:18]3[CH2:19][CH2:20][N:21]([C:24]([O:26][C:27]([CH3:30])([CH3:29])[CH3:28])=[O:25])[CH2:22][CH:23]=3)=[CH:14][N:13]=2)=[O:10])=[CH:7][CH:6]=1)(=[O:4])=[O:3]. The catalyst is CO.[C].[Pd]. The product is [CH3:1][S:2]([C:5]1[CH:6]=[CH:7][C:8]([C:9]([NH:11][C:12]2[CH:17]=[CH:16][C:15]([CH:18]3[CH2:23][CH2:22][N:21]([C:24]([O:26][C:27]([CH3:28])([CH3:30])[CH3:29])=[O:25])[CH2:20][CH2:19]3)=[CH:14][N:13]=2)=[O:10])=[CH:31][CH:32]=1)(=[O:3])=[O:4]. The yield is 0.570. (4) The product is [CH2:1]([O:8][C:9]([C:12]1[CH:13]=[C:14]([N:22]2[C:26]([CH2:27][CH:29]3[CH2:30][CH2:31][CH2:32][CH2:33][CH2:34]3)=[C:25]([CH3:35])[C:24]([C:36]([O:38][CH2:39][CH3:40])=[O:37])=[C:23]2[CH3:41])[CH:15]=[C:16]([C:18]2([CH3:21])[CH2:20][CH2:19]2)[CH:17]=1)([CH3:11])[CH3:10])[C:2]1[CH:3]=[CH:4][CH:5]=[CH:6][CH:7]=1. The catalyst is C(Cl)Cl. The reactants are [CH2:1]([O:8][C:9]([C:12]1[CH:13]=[C:14]([N:22]2[C:26]([CH:27]([CH:29]3[CH2:34][CH2:33][CH2:32][CH2:31][CH2:30]3)O)=[C:25]([CH3:35])[C:24]([C:36]([O:38][CH2:39][CH3:40])=[O:37])=[C:23]2[CH3:41])[CH:15]=[C:16]([C:18]2([CH3:21])[CH2:20][CH2:19]2)[CH:17]=1)([CH3:11])[CH3:10])[C:2]1[CH:7]=[CH:6][CH:5]=[CH:4][CH:3]=1.C(O)(C(F)(F)F)=O.[SiH](CC)(CC)CC. The yield is 0.500. (5) The reactants are COC1C=C(OC)C=CC=1C[N:6]([C:31]1[S:35][N:34]=[CH:33][N:32]=1)[S:7]([C:10]1[CH:15]=[C:14]([F:16])[C:13]([O:17][C@H:18]2[CH2:23][CH2:22][CH2:21][CH2:20][C@@H:19]2[C:24]2[CH:29]=[CH:28][CH:27]=[CH:26][CH:25]=2)=[CH:12][C:11]=1[F:30])(=[O:9])=[O:8].C([SiH](CC)CC)C. The catalyst is ClCCl.FC(F)(F)C(O)=O. The product is [F:30][C:11]1[CH:12]=[C:13]([O:17][C@H:18]2[CH2:23][CH2:22][CH2:21][CH2:20][C@@H:19]2[C:24]2[CH:25]=[CH:26][CH:27]=[CH:28][CH:29]=2)[C:14]([F:16])=[CH:15][C:10]=1[S:7]([NH:6][C:31]1[S:35][N:34]=[CH:33][N:32]=1)(=[O:9])=[O:8]. The yield is 0.920. (6) The reactants are [C:1]([C:5]1[CH:6]=[C:7]([NH:26][C:27]([NH:29][C@@H:30]2[C:39]3[C:34](=[CH:35][CH:36]=[CH:37][CH:38]=3)[C@H:33]([O:40][C:41]3[CH:42]=[CH:43][C:44]4[N:45]([C:47]([N:50]([CH:54]([CH3:56])[CH3:55])[CH:51]([CH3:53])[CH3:52])=[N:48][N:49]=4)[CH:46]=3)[CH2:32][CH2:31]2)=[O:28])[N:8]([C:10]2[CH:15]=[CH:14][CH:13]=[C:12]([O:16][CH2:17][CH2:18][O:19]C3CCCCO3)[CH:11]=2)[N:9]=1)([CH3:4])([CH3:3])[CH3:2].C1(C)C=CC(S([O-])(=O)=O)=CC=1.[NH+]1C=CC=CC=1. The catalyst is CO. The product is [C:1]([C:5]1[CH:6]=[C:7]([NH:26][C:27]([NH:29][C@@H:30]2[C:39]3[C:34](=[CH:35][CH:36]=[CH:37][CH:38]=3)[C@H:33]([O:40][C:41]3[CH:42]=[CH:43][C:44]4[N:45]([C:47]([N:50]([CH:51]([CH3:53])[CH3:52])[CH:54]([CH3:55])[CH3:56])=[N:48][N:49]=4)[CH:46]=3)[CH2:32][CH2:31]2)=[O:28])[N:8]([C:10]2[CH:15]=[CH:14][CH:13]=[C:12]([O:16][CH2:17][CH2:18][OH:19])[CH:11]=2)[N:9]=1)([CH3:4])([CH3:2])[CH3:3]. The yield is 0.990.